This data is from Forward reaction prediction with 1.9M reactions from USPTO patents (1976-2016). The task is: Predict the product of the given reaction. (1) Given the reactants [CH2:1]([O:8][CH2:9][CH:10]1[NH:15][CH2:14][CH2:13][N:12]([S:16]([C:19]2[S:20][CH:21]=[CH:22][CH:23]=2)(=[O:18])=[O:17])[CH2:11]1)[C:2]1[CH:7]=[CH:6][CH:5]=[CH:4][CH:3]=1.Br[C:25]1[CH:30]=[CH:29][C:28]([C:31]([OH:37])([CH3:36])[C:32]([F:35])([F:34])[F:33])=[CH:27][CH:26]=1.CC(C)([O-])C.[Na+].C1(C)C=CC=CC=1, predict the reaction product. The product is: [CH2:1]([O:8][CH2:9][CH:10]1[CH2:11][N:12]([S:16]([C:19]2[S:20][CH:21]=[CH:22][CH:23]=2)(=[O:17])=[O:18])[CH2:13][CH2:14][N:15]1[C:25]1[CH:30]=[CH:29][C:28]([C:31]([OH:37])([CH3:36])[C:32]([F:34])([F:35])[F:33])=[CH:27][CH:26]=1)[C:2]1[CH:3]=[CH:4][CH:5]=[CH:6][CH:7]=1. (2) Given the reactants [F:1][C:2]1[CH:3]=[CH:4][C:5]([CH2:27][N:28]2[C:32]([CH3:34])([CH3:33])[C:31](=[O:35])[N:30]([C:36]3[CH:41]=[CH:40][C:39]([F:42])=[C:38]([C:43]([F:46])([F:45])[F:44])[CH:37]=3)[C:29]2=[O:47])=[C:6]([NH:8][C:9](=[O:26])[NH:10][C:11]2[CH:25]=[CH:24][C:14]([C:15]([NH:17][S:18]([CH:21]3CC3)(=[O:20])=[O:19])=[O:16])=[CH:13][CH:12]=2)[CH:7]=1.FC(F)(F)S(N)(=O)=O.C(S(N)(=O)=O)(C)(C)C.C(S(N)(=O)=O)C1C=CC=CC=1.C1(S(N)(=O)=O)CC1, predict the reaction product. The product is: [F:1][C:2]1[CH:3]=[CH:4][C:5]([CH2:27][N:28]2[C:32]([CH3:33])([CH3:34])[C:31](=[O:35])[N:30]([C:36]3[CH:41]=[CH:40][C:39]([F:42])=[C:38]([C:43]([F:45])([F:44])[F:46])[CH:37]=3)[C:29]2=[O:47])=[C:6]([NH:8][C:9](=[O:26])[NH:10][C:11]2[CH:25]=[CH:24][C:14]([C:15]([NH:17][S:18]([CH3:21])(=[O:19])=[O:20])=[O:16])=[CH:13][CH:12]=2)[CH:7]=1.